From a dataset of Forward reaction prediction with 1.9M reactions from USPTO patents (1976-2016). Predict the product of the given reaction. (1) Given the reactants [CH3:1][N:2]([CH3:18])[C:3]1([C:12]2[CH:13]=[N:14][CH:15]=[CH:16][CH:17]=2)[CH2:8][CH2:7][CH:6]([CH2:9][CH2:10][OH:11])[CH2:5][CH2:4]1.C(N(CC)CC)C.[CH3:26][S:27](Cl)(=[O:29])=[O:28], predict the reaction product. The product is: [CH3:26][S:27]([O:11][CH2:10][CH2:9][CH:6]1[CH2:5][CH2:4][C:3]([N:2]([CH3:1])[CH3:18])([C:12]2[CH:13]=[N:14][CH:15]=[CH:16][CH:17]=2)[CH2:8][CH2:7]1)(=[O:29])=[O:28]. (2) Given the reactants [C:1]([O:5][C:6]([NH:8][C@H:9]1[CH2:14][N:13]([C:15]([O:17][CH2:18][C:19]2[CH:24]=[CH:23][CH:22]=[CH:21][CH:20]=2)=[O:16])[CH2:12][C@@H:11]([C:25](OC)=[O:26])[CH2:10]1)=[O:7])([CH3:4])([CH3:3])[CH3:2].[Li+].[Cl-].[BH4-].[Na+].C(O)(=O)CC(CC(O)=O)(C(O)=O)O, predict the reaction product. The product is: [C:1]([O:5][C:6]([NH:8][C@H:9]1[CH2:10][C@@H:11]([CH2:25][OH:26])[CH2:12][N:13]([C:15]([O:17][CH2:18][C:19]2[CH:20]=[CH:21][CH:22]=[CH:23][CH:24]=2)=[O:16])[CH2:14]1)=[O:7])([CH3:4])([CH3:2])[CH3:3].